Dataset: Full USPTO retrosynthesis dataset with 1.9M reactions from patents (1976-2016). Task: Predict the reactants needed to synthesize the given product. (1) Given the product [O:1]=[C:6]([NH:56][C@@H:49]([C:50]1[CH:55]=[CH:54][CH:53]=[CH:52][CH:51]=1)[CH3:48])[C:7]([C@@H:9]([NH:14][C:15](=[O:28])[O:16][C:17]1([CH2:21][C:22]2[CH:23]=[CH:24][CH:25]=[CH:26][CH:27]=2)[CH2:18][CH2:19][CH2:20]1)[CH2:10][CH2:11][CH2:12][CH3:13])=[O:8], predict the reactants needed to synthesize it. The reactants are: [O:1]=[O+][O-].C([C:6](=P(C1C=CC=CC=1)(C1C=CC=CC=1)C1C=CC=CC=1)[C:7]([C@@H:9]([NH:14][C:15](=[O:28])[O:16][C:17]1([CH2:21][C:22]2[CH:27]=[CH:26][CH:25]=[CH:24][CH:23]=2)[CH2:20][CH2:19][CH2:18]1)[CH2:10][CH2:11][CH2:12][CH3:13])=[O:8])#N.[CH3:48][C@H:49]([NH2:56])[C:50]1[CH:55]=[CH:54][CH:53]=[CH:52][CH:51]=1. (2) Given the product [Cl:1][C:2]1[CH:3]=[CH:4][C:5]2[O:9][CH:8]=[C:7]([CH2:10][CH2:11][N:28]3[CH2:29][CH2:30][N:25]([C:23]4[CH:24]=[C:15]([CH3:14])[CH:16]=[C:17]5[C:22]=4[N:21]=[CH:20][CH:19]=[CH:18]5)[CH2:26][CH2:27]3)[C:6]=2[CH:13]=1, predict the reactants needed to synthesize it. The reactants are: [Cl:1][C:2]1[CH:3]=[CH:4][C:5]2[O:9][CH:8]=[C:7]([CH2:10][CH2:11]I)[C:6]=2[CH:13]=1.[CH3:14][C:15]1[CH:16]=[C:17]2[C:22](=[C:23]([N:25]3[CH2:30][CH2:29][NH:28][CH2:27][CH2:26]3)[CH:24]=1)[N:21]=[CH:20][CH:19]=[CH:18]2.